Dataset: Forward reaction prediction with 1.9M reactions from USPTO patents (1976-2016). Task: Predict the product of the given reaction. (1) Given the reactants [CH3:1][O:2][C:3]1[CH:12]=[C:11]2[C:6]([C:7](=O)[CH:8]([C:13]3[CH:18]=[CH:17][C:16]([O:19][CH3:20])=[CH:15][CH:14]=3)[CH2:9][O:10]2)=[CH:5][CH:4]=1.Cl.[NH2:23][OH:24], predict the reaction product. The product is: [CH3:1][O:2][C:3]1[CH:12]=[C:11]2[C:6]([C:7](=[N:23][OH:24])[CH:8]([C:13]3[CH:18]=[CH:17][C:16]([O:19][CH3:20])=[CH:15][CH:14]=3)[CH2:9][O:10]2)=[CH:5][CH:4]=1. (2) Given the reactants [Br:1][C:2]1[CH:3]=[C:4]([CH:6]=[CH:7][C:8]=1[O:9][CH3:10])[NH2:5].O=[CH:12][C:13](=[CH2:15])[CH3:14].CCOC(C)=O.C(Cl)Cl.CCOC(C)=O, predict the reaction product. The product is: [Br:1][C:2]1[CH:3]=[C:4]2[C:6]([CH:12]=[C:13]([CH3:15])[CH:14]=[N:5]2)=[CH:7][C:8]=1[O:9][CH3:10]. (3) Given the reactants [C:1]([NH:9][C:10]1[CH:11]=[C:12]([CH:16]=[CH:17][N:18]=1)[C:13](O)=O)(=[O:8])[C:2]1[CH:7]=[CH:6][CH:5]=[CH:4][CH:3]=1.[NH2:19][CH2:20][CH:21]([NH2:23])[CH3:22].P(Cl)(Cl)(Cl)=O, predict the reaction product. The product is: [CH3:22][CH:21]1[CH2:20][NH:19][C:13]([C:12]2[CH:16]=[CH:17][N:18]=[C:10]([NH:9][C:1](=[O:8])[C:2]3[CH:7]=[CH:6][CH:5]=[CH:4][CH:3]=3)[CH:11]=2)=[N:23]1. (4) Given the reactants [Cl:1][C:2]1[CH:3]=[C:4]([NH:17][C:18]2[C:19]3[C:20](=[CH:24][N:25]([C:27]4[CH:34]=[CH:33][C:30]([CH:31]=[O:32])=[CH:29][CH:28]=4)[N:26]=3)[N:21]=[CH:22][N:23]=2)[CH:5]=[CH:6][C:7]=1[O:8][CH2:9][C:10]1[CH:15]=[CH:14][CH:13]=[C:12]([F:16])[CH:11]=1.[BH4-].[Na+], predict the reaction product. The product is: [Cl:1][C:2]1[CH:3]=[C:4]([NH:17][C:18]2[C:19]3[C:20](=[CH:24][N:25]([C:27]4[CH:28]=[CH:29][C:30]([CH2:31][OH:32])=[CH:33][CH:34]=4)[N:26]=3)[N:21]=[CH:22][N:23]=2)[CH:5]=[CH:6][C:7]=1[O:8][CH2:9][C:10]1[CH:15]=[CH:14][CH:13]=[C:12]([F:16])[CH:11]=1. (5) Given the reactants C(OC([N:8]1[CH2:15][C@@H:14]([F:16])[CH2:13][C@H:9]1[C:10]([NH2:12])=O)=O)(C)(C)C.C(OC(C)C)(=O)C.N1C=CC=CC=1.FC(F)(F)C(OC(=O)C(F)(F)F)=O.[C:43]1([CH3:53])[CH:48]=[CH:47][C:46]([S:49]([OH:52])(=[O:51])=[O:50])=[CH:45][CH:44]=1, predict the reaction product. The product is: [C:43]1([CH3:53])[CH:44]=[CH:45][C:46]([S:49]([OH:52])(=[O:50])=[O:51])=[CH:47][CH:48]=1.[F:16][C@@H:14]1[CH2:15][NH:8][C@H:9]([C:10]#[N:12])[CH2:13]1. (6) Given the reactants [OH:1][C:2]1[CH:3]=[C:4]([CH:17]=[CH:18][CH:19]=1)[C:5]([O:7][CH2:8][C:9]1[CH:14]=[CH:13][C:12]([O:15][CH3:16])=[CH:11][CH:10]=1)=[O:6].[CH2:20]([O:27][C:28]([NH:30][C@H:31]([C:35](O)=[O:36])[CH:32]([CH3:34])[CH3:33])=[O:29])[C:21]1[CH:26]=[CH:25][CH:24]=[CH:23][CH:22]=1.C1(N=C=NC2CCCCC2)CCCCC1, predict the reaction product. The product is: [CH2:20]([O:27][C:28]([NH:30][C@H:31]([C:35]([O:1][C:2]1[CH:3]=[C:4]([CH:17]=[CH:18][CH:19]=1)[C:5]([O:7][CH2:8][C:9]1[CH:14]=[CH:13][C:12]([O:15][CH3:16])=[CH:11][CH:10]=1)=[O:6])=[O:36])[CH:32]([CH3:34])[CH3:33])=[O:29])[C:21]1[CH:26]=[CH:25][CH:24]=[CH:23][CH:22]=1. (7) Given the reactants [Cl:1][C:2]1[C:3]([C:8]2[CH:13]=[C:12]([C:14]([F:17])([F:16])[F:15])[CH:11]=[CH:10][C:9]=2[C:18]2[O:23][C:22](=[O:24])[C:21]3[CH:25]=[C:26]([N:30]4[CH:34]=[N:33][CH:32]=[N:31]4)[CH:27]=[C:28]([CH3:29])[C:20]=3[N:19]=2)=[N:4][CH:5]=[CH:6][CH:7]=1.[CH3:35][NH2:36], predict the reaction product. The product is: [Cl:1][C:2]1[C:3]([C:8]2[CH:13]=[C:12]([C:14]([F:16])([F:17])[F:15])[CH:11]=[CH:10][C:9]=2[C:18]([NH:19][C:20]2[C:28]([CH3:29])=[CH:27][C:26]([N:30]3[CH:34]=[N:33][CH:32]=[N:31]3)=[CH:25][C:21]=2[C:22]([NH:36][CH3:35])=[O:24])=[O:23])=[N:4][CH:5]=[CH:6][CH:7]=1. (8) Given the reactants [CH:1]12[CH2:10][CH:5]3[CH2:6][CH:7]([CH2:9][CH:3]([CH2:4]3)[C:2]1=O)[CH2:8]2.C(O)C.C1(C)C=CC(S([CH2:24][N+:25]#[C-])(=O)=O)=CC=1.CC(C)([O-])C.[K+], predict the reaction product. The product is: [CH:1]12[CH2:10][CH:5]3[CH2:6][CH:7]([CH2:9][CH:3]([CH2:4]3)[CH:2]1[C:24]#[N:25])[CH2:8]2. (9) Given the reactants [C:1]([O:5][C:6]([N:8]1[C:16]2[C:11](=[CH:12][C:13]([CH2:17][N:18]3[CH2:23][CH2:22][N:21]([C:24]([O:26][C:27]([CH3:30])([CH3:29])[CH3:28])=[O:25])[CH2:20][CH2:19]3)=[CH:14][CH:15]=2)[CH:10]=[C:9]1[C:31]1[C:32](=[O:48])[N:33]([CH2:40][O:41][CH2:42][CH2:43][Si:44]([CH3:47])([CH3:46])[CH3:45])[CH:34]=[C:35]([C:37](O)=[O:38])[CH:36]=1)=[O:7])([CH3:4])([CH3:3])[CH3:2].[CH2:49]([NH:56][C:57]1[CH:58]=[N:59]NC=1)[C:50]1[CH:55]=[CH:54][CH:53]=[CH:52][CH:51]=1.O.O[N:64]1[C:68]2C=CC=CC=2N=N1.C(N(CC)C(C)C)(C)C.Cl.CN(C)CCCN=C=NCC, predict the reaction product. The product is: [C:1]([O:5][C:6]([N:8]1[C:16]2[C:11](=[CH:12][C:13]([CH2:17][N:18]3[CH2:19][CH2:20][N:21]([C:24]([O:26][C:27]([CH3:30])([CH3:28])[CH3:29])=[O:25])[CH2:22][CH2:23]3)=[CH:14][CH:15]=2)[CH:10]=[C:9]1[C:31]1[C:32](=[O:48])[N:33]([CH2:40][O:41][CH2:42][CH2:43][Si:44]([CH3:45])([CH3:47])[CH3:46])[CH:34]=[C:35]([C:37](=[O:38])[NH:59][C:58]2[CH:68]=[N:64][N:56]([CH2:49][C:50]3[CH:51]=[CH:52][CH:53]=[CH:54][CH:55]=3)[CH:57]=2)[CH:36]=1)=[O:7])([CH3:3])([CH3:4])[CH3:2]. (10) Given the reactants [CH2:1]([C:3]1[CH:8]=[C:7]([C:9]([F:18])([C:14]([F:17])([F:16])[F:15])[C:10]([F:13])([F:12])[F:11])[CH:6]=[C:5]([CH3:19])[C:4]=1[NH2:20])[CH3:2].N1C=CC=CC=1.S(=[N:29][C:30]1[CH:31]=[C:32]([CH:36]=[CH:37][CH:38]=1)[C:33](Cl)=[O:34])=O, predict the reaction product. The product is: [NH2:29][C:30]1[CH:31]=[C:32]([CH:36]=[CH:37][CH:38]=1)[C:33]([NH:20][C:4]1[C:5]([CH3:19])=[CH:6][C:7]([C:9]([F:18])([C:10]([F:11])([F:12])[F:13])[C:14]([F:15])([F:16])[F:17])=[CH:8][C:3]=1[CH2:1][CH3:2])=[O:34].